From a dataset of Peptide-MHC class I binding affinity with 185,985 pairs from IEDB/IMGT. Regression. Given a peptide amino acid sequence and an MHC pseudo amino acid sequence, predict their binding affinity value. This is MHC class I binding data. (1) The peptide sequence is IESNPLFPV. The MHC is HLA-B15:01 with pseudo-sequence HLA-B15:01. The binding affinity (normalized) is 0.0847. (2) The binding affinity (normalized) is 0.0930. The peptide sequence is LPYEGGAAL. The MHC is HLA-A02:01 with pseudo-sequence HLA-A02:01. (3) The peptide sequence is HFANYNFTL. The binding affinity (normalized) is 0.151. The MHC is HLA-A68:02 with pseudo-sequence HLA-A68:02. (4) The peptide sequence is RSLYNTIAVLY. The MHC is HLA-A02:03 with pseudo-sequence HLA-A02:03. The binding affinity (normalized) is 0.397. (5) The peptide sequence is LTCSPQPEY. The MHC is HLA-A01:01 with pseudo-sequence HLA-A01:01. The binding affinity (normalized) is 0.462. (6) The peptide sequence is SQIPSSSPT. The MHC is HLA-A02:01 with pseudo-sequence HLA-A02:01. The binding affinity (normalized) is 0.0474. (7) The peptide sequence is KAGQYVTIW. The MHC is HLA-C06:02 with pseudo-sequence HLA-C06:02. The binding affinity (normalized) is 0.253. (8) The peptide sequence is LMDENTYAM. The MHC is HLA-A02:11 with pseudo-sequence HLA-A02:11. The binding affinity (normalized) is 1.00. (9) The peptide sequence is GTFLCANEY. The MHC is HLA-A24:02 with pseudo-sequence HLA-A24:02. The binding affinity (normalized) is 0.137. (10) The peptide sequence is PSEVSPIAQ. The MHC is HLA-B35:01 with pseudo-sequence HLA-B35:01. The binding affinity (normalized) is 0.0847.